Predict the reaction yield, written as a fraction of the theoretical maximum amount of product (1.0 means a 100% yield; for example, 0.34 means a 34% yield). From a dataset of Reaction yield outcomes from USPTO patents with 853,638 reactions. The reactants are C([O:5][C:6]([C:8]1[C:9]([C:28]([OH:30])=[O:29])=[N:10][C:11]([C:21]2[CH:26]=[CH:25][C:24]([Cl:27])=[CH:23][CH:22]=2)=[C:12]([C:14]2[CH:19]=[CH:18][C:17]([Cl:20])=[CH:16][CH:15]=2)[N:13]=1)=O)(C)(C)C.[CH2:31]([CH:33]([NH2:36])[CH2:34][CH3:35])[CH3:32].C1CN([P+](ON2N=NC3C=C[CH:59]=[CH:60][C:55]2=3)(N2CCCC2)N2CCCC2)CC1.F[P-](F)(F)(F)(F)F.N1C=CC=C[CH:71]=1. No catalyst specified. The product is [Cl:20][C:17]1[CH:16]=[CH:15][C:14]([C:12]2[N:13]=[C:8]([C:6]([NH:36][CH:33]([CH2:34][CH3:35])[CH2:31][CH3:32])=[O:5])[C:9]([C:28]([O:30][C:60]([CH3:59])([CH3:55])[CH3:71])=[O:29])=[N:10][C:11]=2[C:21]2[CH:26]=[CH:25][C:24]([Cl:27])=[CH:23][CH:22]=2)=[CH:19][CH:18]=1. The yield is 0.820.